Dataset: Reaction yield outcomes from USPTO patents with 853,638 reactions. Task: Predict the reaction yield, written as a fraction of the theoretical maximum amount of product (1.0 means a 100% yield; for example, 0.34 means a 34% yield). The reactants are FC(F)(F)S([O:6][S:7]([C:10]([F:13])([F:12])[F:11])(=[O:9])=[O:8])(=O)=O.[CH3:16][C:17]1[CH:44]=[C:43]2[C:20]([CH2:21][CH2:22][C:23]3[C:24]2=[N:25][O:26][C:27]=3[C:28]2[C:32]([C:33]([F:36])([F:35])[F:34])=[C:31]([C:37]3[CH:42]=[CH:41][CH:40]=[CH:39][CH:38]=3)[O:30][N:29]=2)=[CH:19][C:18]=1O.CCCCCC. The catalyst is N1C=CC=CC=1. The product is [F:13][C:10]([F:11])([F:12])[S:7]([O:6][C:18]1[CH:19]=[C:20]2[C:43](=[CH:44][C:17]=1[CH3:16])[C:24]1=[N:25][O:26][C:27]([C:28]3[C:32]([C:33]([F:34])([F:35])[F:36])=[C:31]([C:37]4[CH:42]=[CH:41][CH:40]=[CH:39][CH:38]=4)[O:30][N:29]=3)=[C:23]1[CH2:22][CH2:21]2)(=[O:8])=[O:9]. The yield is 0.770.